Dataset: Forward reaction prediction with 1.9M reactions from USPTO patents (1976-2016). Task: Predict the product of the given reaction. (1) Given the reactants N[C:2]1[C:3]([C:9]#[N:10])=[N:4][C:5]([Br:8])=[CH:6][N:7]=1.N(OC(C)(C)C)=O.[Cl:18]CCl, predict the reaction product. The product is: [Br:8][C:5]1[N:4]=[C:3]([C:9]#[N:10])[C:2]([Cl:18])=[N:7][CH:6]=1. (2) Given the reactants C([O:8][C:9]1[C:10]([C:26]2[O:27][C:28]([CH2:31][C:32]3[CH:37]=[CH:36][C:35]([F:38])=[CH:34][CH:33]=3)=[N:29][N:30]=2)=[N:11][N:12]2[C@@H:17]([C:18]3[CH:23]=[CH:22][CH:21]=[CH:20][CH:19]=3)[CH2:16][N:15]([CH3:24])[C:14](=[O:25])[C:13]=12)C1C=CC=CC=1, predict the reaction product. The product is: [F:38][C:35]1[CH:34]=[CH:33][C:32]([CH2:31][C:28]2[O:27][C:26]([C:10]3[C:9]([OH:8])=[C:13]4[C:14](=[O:25])[N:15]([CH3:24])[CH2:16][C@H:17]([C:18]5[CH:23]=[CH:22][CH:21]=[CH:20][CH:19]=5)[N:12]4[N:11]=3)=[N:30][N:29]=2)=[CH:37][CH:36]=1. (3) Given the reactants C(OC([NH:8][C@H:9]1[CH2:14][CH2:13][C@H:12]([O:15][C:16]2[CH:25]=[CH:24][CH:23]=[C:22]3[C:17]=2[C:18]([CH:26]=[CH2:27])=[CH:19][N:20]=[CH:21]3)[CH2:11][CH2:10]1)=O)(C)(C)C.[ClH:28].CO, predict the reaction product. The product is: [ClH:28].[CH:26]([C:18]1[C:17]2[C:22](=[CH:23][CH:24]=[CH:25][C:16]=2[O:15][C@H:12]2[CH2:13][CH2:14][C@H:9]([NH2:8])[CH2:10][CH2:11]2)[CH:21]=[N:20][CH:19]=1)=[CH2:27]. (4) The product is: [C:1]([O:5][C:6](=[O:18])[NH:7][C@H:8]1[CH2:13][CH2:12][C@H:11]([NH:14][C:15](=[NH:17])[S:16][CH3:19])[CH2:10][CH2:9]1)([CH3:4])([CH3:2])[CH3:3]. Given the reactants [C:1]([O:5][C:6](=[O:18])[NH:7][C@H:8]1[CH2:13][CH2:12][C@H:11]([NH:14][C:15]([NH2:17])=[S:16])[CH2:10][CH2:9]1)([CH3:4])([CH3:3])[CH3:2].[CH3:19]I, predict the reaction product. (5) Given the reactants [CH3:1][CH:2]([NH2:13])[CH2:3][C:4]1[C:12]2[C:7](=[CH:8][CH:9]=[CH:10][CH:11]=2)[NH:6][CH:5]=1.Cl.[CH2:15]([C:22]1([N:36]([CH3:38])[CH3:37])[CH2:27][CH2:26][CH:25](NCC2C=CC=CC=2)[CH2:24][CH2:23]1)[C:16]1[CH:21]=[CH:20][CH:19]=[CH:18][CH:17]=1.C(O)(=O)C.C(O[BH-](OC(=O)C)OC(=O)C)(=O)C.[Na+], predict the reaction product. The product is: [CH2:15]([C:22]1([N:36]([CH3:37])[CH3:38])[CH2:27][CH2:26][CH:25]([NH:13][CH:2]([CH3:1])[CH2:3][C:4]2[C:12]3[C:7](=[CH:8][CH:9]=[CH:10][CH:11]=3)[NH:6][CH:5]=2)[CH2:24][CH2:23]1)[C:16]1[CH:21]=[CH:20][CH:19]=[CH:18][CH:17]=1.